From a dataset of Reaction yield outcomes from USPTO patents with 853,638 reactions. Predict the reaction yield, written as a fraction of the theoretical maximum amount of product (1.0 means a 100% yield; for example, 0.34 means a 34% yield). The reactants are C1(C[N:8]2[CH2:14][CH:13]([OH:15])[C:10]3([CH2:12][CH2:11]3)[CH2:9]2)C=CC=CC=1.[ClH:16]. The product is [ClH:16].[CH2:11]1[C:10]2([CH:13]([OH:15])[CH2:14][NH:8][CH2:9]2)[CH2:12]1. The catalyst is CO. The yield is 0.990.